This data is from Experimentally validated miRNA-target interactions with 360,000+ pairs, plus equal number of negative samples. The task is: Binary Classification. Given a miRNA mature sequence and a target amino acid sequence, predict their likelihood of interaction. (1) The miRNA is mmu-miR-6920-5p with sequence ACACAAUGGAAAGACUGCUUGU. The protein sequence of the target gene is MTPASASGEDSGSFYSWQKAKREQGLVTFEDVAVDFTQEEWQYLNPPQRTLYRDVMLETYSNLVFVGQQVTKPNLILKLEVEECPAEGKIPFWNFPEVCQVDEQIERQHQDDQDKCLLMQVGFSDKKTIITKSARDCHEFGNILHLSTNLVASIQRPDKHESFGNNMVDNLDLFSRSSAENKYDNGCAKLFFHTEYEKTNPGMKPYGYKECGKGLRRKKGLSLHQRIKNGEKPFECTACRKTFSKKSHLIVHWRTHTGEKPFGCTECGKAFSQKSQLIIHLRTHTGERPFECPECGKAFR.... Result: 0 (no interaction). (2) The miRNA is hsa-miR-6126 with sequence GUGAAGGCCCGGCGGAGA. The protein sequence of the target gene is MLLSWLTVLGAGMVVLHFLQKLLFPYFWDDFWFVLKVVLIIIRLKKYEKRGELVTVLDKFLSHAKRQPRKPFIIYEGDIYTYQDVDKRSSRVAHVFLNHSSLKKGDTVALLMSNEPDFVHVWFGLAKLGCVVAFLNTNIRSNSLLNCIRACGPRALVVGADLLGTVEEILPSLSENISVWGMKDSVPQGVISLKEKLSTSPDEPVPRSHHVVSLLKSTCLYIFTSGTTGLPKAAVISQLQVLRGSAVLWAFGCTAHDIVYITLPLYHSSAAILGISGCVELGATCVLKKKFSASQFWSDC.... Result: 0 (no interaction). (3) The miRNA is hsa-miR-181b-2-3p with sequence CUCACUGAUCAAUGAAUGCA. The protein sequence of the target gene is MARELSQEALLDFLCQAGGRVTNAALLSHFKSFLRDPDASPSQHQHRRELFKGFVNSVAAVRQDPDGTKYVVLKRRYRDLLGEEGLQRPREPPAAAPSAGGAAPCSPRGARRGEPPQQQPRRRRREKEPEEEPAGAAARAADAACNGLPGSDSRRAPGKGGGSKGSPGQRPPVPAAAAAGAQARASCAAAKTQGRCCWECLQNNLAVLPGELGALPHSATAEEKPARALPAQDDRGASREREEGALAEPAPVPAVAHSPPATVEAATSRASPPALLPGPAPRGDRPELLTPSSLHYSTLQ.... Result: 1 (interaction). (4) The miRNA is mmu-miR-10a-5p with sequence UACCCUGUAGAUCCGAAUUUGUG. The protein sequence of the target gene is MSSARFDSSDRSAWYMGPVTRQEAQTRLQGQRHGMFLVRDSSTCPGDYVLSVSENSRVSHYIINSLPNRRFKIGDQEFDHLPALLEFYKIHYLDTTTLIEPAPRYPSPPVGSVSAPNLPTAEENLEYVRTLYDFPGNDAEDLPFKKGELLVIIEKPEEQWWSARNKDGRVGMIPVPYVEKLVRSSPHGKHGNRNSNSYGIPEPAHAYAQPQTTTPLPTVASTPGAAINPLPSTQNGPVFAKAIQKRVPCAYDKTALALEVGDIVKVTRMNINGQWEGEVNGRKGLFPFTHVKIFDPQNPD.... Result: 1 (interaction). (5) The miRNA is hsa-miR-532-5p with sequence CAUGCCUUGAGUGUAGGACCGU. The protein sequence of the target gene is MGFELDRFDGDVDPDLKCALCHKVLEDPLTTPCGHVFCAGCVLPWVVQEGSCPARCRGRLSAKELNHVLPLKRLILKLDIKCAYATRGCGRVVKLQQLPEHLERCDFAPARCRHAGCGQVLLRRDVEAHMRDACDARPVGRCQEGCGLPLTHGEQRAGGHCCARALRAHNGALQARLGALHKALKKEALRAGKREKSLVAQLAAAQLELQMTALRYQKKFTEYSARLDSLSRCVAAPPGGKGEETKSLTLVLHRDSGSLGFNIIGGRPSVDNHDGSSSEGIFVSKIVDSGPAAKEGGLQI.... Result: 0 (no interaction). (6) The miRNA is hsa-miR-3150a-5p with sequence CAACCUCGACGAUCUCCUCAGC. The protein sequence of the target gene is MGDLPGLVRLSIALRIQPNDGPVFYKVDGQRFGQNRTIKLLTGSSYKVEVKIKPSTLQVENISIGGVLVPLELKSKEPDGDRVVYTGTYDTEGVTPTKSGERQPIQITMPFTDIGTFETVWQVKFYNYHKRDHCQWGSPFSVIEYECKPNETRSLMWVNKESFL. Result: 0 (no interaction). (7) The miRNA is hsa-miR-4696 with sequence UGCAAGACGGAUACUGUCAUCU. The protein sequence of the target gene is MTHSLVCPETVSRVSSVLNRNTRQFGKKHLFDQDEETCWNSDQGPSQWVTLEFPQLIRVSQLQIQFQGGFSSRRGCLEGSQGTQALHKIVDFYPEDNNSLQTFPIPAAEVDRLKVTFEDATDFFGRVVIYHLRVLGEKV. Result: 0 (no interaction).